This data is from Catalyst prediction with 721,799 reactions and 888 catalyst types from USPTO. The task is: Predict which catalyst facilitates the given reaction. (1) Reactant: Cl[C:2]1[C:11]2[C:6](=[CH:7][CH:8]=[CH:9][CH:10]=2)[C:5]([CH2:12][C:13]2[CH:18]=[CH:17][N:16]=[CH:15][CH:14]=2)=[N:4][N:3]=1.[O:19]([C:26]1[CH:32]=[CH:31][C:29](N)=[CH:28][CH:27]=1)[C:20]1[CH:25]=[CH:24][CH:23]=[CH:22][CH:21]=1.[NH3:33]. Product: [O:19]([C:26]1[CH:32]=[C:31]([CH:29]=[CH:28][CH:27]=1)[NH:33][C:2]1[C:11]2[C:6](=[CH:7][CH:8]=[CH:9][CH:10]=2)[C:5]([CH2:12][C:13]2[CH:18]=[CH:17][N:16]=[CH:15][CH:14]=2)=[N:4][N:3]=1)[C:20]1[CH:25]=[CH:24][CH:23]=[CH:22][CH:21]=1. The catalyst class is: 98. (2) Reactant: [Cl:1][C:2]1[CH:7]=[C:6]([Cl:8])[CH:5]=[CH:4][C:3]=1[C:9]1[C:10]([N+:16]([O-:18])=[O:17])=[N:11][CH:12]=[C:13](Br)[N:14]=1.[NH2:19][CH2:20][CH2:21][NH:22][C:23]1[CH:28]=[CH:27][C:26]([N+:29]([O-:31])=[O:30])=[C:25]([NH2:32])[N:24]=1.C(N(C(C)C)CC)(C)C. Product: [Cl:1][C:2]1[CH:7]=[C:6]([Cl:8])[CH:5]=[CH:4][C:3]=1[C:9]1[N:14]=[C:13]([NH:19][CH2:20][CH2:21][NH:22][C:23]2[N:24]=[C:25]([NH2:32])[C:26]([N+:29]([O-:31])=[O:30])=[CH:27][CH:28]=2)[CH:12]=[N:11][C:10]=1[N+:16]([O-:18])=[O:17]. The catalyst class is: 3. (3) Reactant: [Li+].[I-].[CH:3](=[O:10])[C:4]1[CH:9]=[CH:8][CH:7]=[CH:6][CH:5]=1.Br[CH:12]([CH3:23])[C:13](=[O:22])[C:14]([CH3:21])([CH3:20])[CH:15]([O:18][CH3:19])[O:16][CH3:17]. Product: [OH:10][CH:3]([C:4]1[CH:9]=[CH:8][CH:7]=[CH:6][CH:5]=1)[CH:12]([CH3:23])[C:13](=[O:22])[C:14]([CH3:20])([CH3:21])[CH:15]([O:16][CH3:17])[O:18][CH3:19]. The catalyst class is: 1. (4) Reactant: [OH:1][C:2]1[CH:3]=[C:4]2[C:8](=[CH:9][CH:10]=1)[NH:7][C:6]([C:11]([N:13]1[CH2:18][CH2:17][O:16][CH2:15][CH2:14]1)=[O:12])=[CH:5]2.C1(P(C2C=CC=CC=2)C2C=CC=CC=2)C=CC=CC=1.[N:38]1([CH2:44][CH2:45][CH2:46]O)[CH2:43][CH2:42][CH2:41][CH2:40][CH2:39]1. Product: [N:13]1([C:11]([C:6]2[NH:7][C:8]3[C:4]([CH:5]=2)=[CH:3][C:2]([O:1][CH2:46][CH2:45][CH2:44][N:38]2[CH2:43][CH2:42][CH2:41][CH2:40][CH2:39]2)=[CH:10][CH:9]=3)=[O:12])[CH2:14][CH2:15][O:16][CH2:17][CH2:18]1. The catalyst class is: 1. (5) Reactant: [C:1]1(=[O:11])[NH:5][C:4](=[O:6])[C:3]2=[CH:7][CH:8]=[CH:9][CH:10]=[C:2]12.[K].[NH2:13][C:14]1[C:23]2[N:24]=[C:25]([CH2:32]Cl)[N:26]([CH2:27][C:28]([CH3:31])([OH:30])[CH3:29])[C:22]=2[C:21]2[CH:20]=[CH:19][CH:18]=[CH:17][C:16]=2[N:15]=1.O. Product: [NH2:13][C:14]1[C:23]2[N:24]=[C:25]([CH2:32][N:5]3[C:1](=[O:11])[C:2]4[C:3](=[CH:7][CH:8]=[CH:9][CH:10]=4)[C:4]3=[O:6])[N:26]([CH2:27][C:28]([OH:30])([CH3:29])[CH3:31])[C:22]=2[C:21]2[CH:20]=[CH:19][CH:18]=[CH:17][C:16]=2[N:15]=1. The catalyst class is: 3. (6) Reactant: [Cl:1][C:2]1[NH:3][C:4]2[C:9]([C:10]=1[CH:11]=[O:12])=[CH:8][CH:7]=[CH:6][CH:5]=2.[C:13]1(B(O)O)[CH:18]=[CH:17][CH:16]=[CH:15][CH:14]=1.N1C=CC=CC=1.C(N(CC)CC)C. Product: [Cl:1][C:2]1[N:3]([C:13]2[CH:18]=[CH:17][CH:16]=[CH:15][CH:14]=2)[C:4]2[C:9]([C:10]=1[CH:11]=[O:12])=[CH:8][CH:7]=[CH:6][CH:5]=2. The catalyst class is: 4. (7) Reactant: [Cl:1][C:2]1[C:7]([N+:8]([O-:10])=[O:9])=[C:6](Cl)[C:5]([CH3:12])=[C:4]([CH3:13])[N:3]=1.C(N(CC)CC)C.[CH3:21][N:22]([CH3:24])[NH2:23].CN(C)C=O. Product: [Cl:1][C:2]1[C:7]([N+:8]([O-:10])=[O:9])=[C:6]([NH:23][N:22]([CH3:24])[CH3:21])[C:5]([CH3:12])=[C:4]([CH3:13])[N:3]=1. The catalyst class is: 6.